This data is from Peptide-MHC class I binding affinity with 185,985 pairs from IEDB/IMGT. The task is: Regression. Given a peptide amino acid sequence and an MHC pseudo amino acid sequence, predict their binding affinity value. This is MHC class I binding data. (1) The peptide sequence is IRYPKTFGWL. The MHC is Mamu-B08 with pseudo-sequence Mamu-B08. The binding affinity (normalized) is 0.879. (2) The peptide sequence is STLLMWHMH. The binding affinity (normalized) is 0.568. The MHC is HLA-A11:01 with pseudo-sequence HLA-A11:01. (3) The peptide sequence is QERGKSLLF. The MHC is HLA-B44:03 with pseudo-sequence HLA-B44:03. The binding affinity (normalized) is 0.559. (4) The peptide sequence is EVATRFNTM. The MHC is HLA-B46:01 with pseudo-sequence HLA-B46:01. The binding affinity (normalized) is 0.0847. (5) The peptide sequence is KDTWLDARM. The MHC is HLA-A30:02 with pseudo-sequence HLA-A30:02. The binding affinity (normalized) is 0.0246.